From a dataset of Experimentally validated miRNA-target interactions with 360,000+ pairs, plus equal number of negative samples. Binary Classification. Given a miRNA mature sequence and a target amino acid sequence, predict their likelihood of interaction. The miRNA is hsa-miR-145-5p with sequence GUCCAGUUUUCCCAGGAAUCCCU. The protein sequence of the target gene is MADGGGGGGTGAVGGGGTSQASAGAATGATGASGGGGPINPASLPPGDPQLIALIVEQLKSRGLFDSFRRDCLADVDTKPAYQNLRQKVDNFVSTHLDKQEWNPTMNKNQLRNGLRQSVVQSGMLEAGVDRIISQVVDPKLNHIFRPQIERAIHEFLAAQKKAAVPAPPPEPEGQDPPAPSQDTS. Result: 0 (no interaction).